Dataset: Merck oncology drug combination screen with 23,052 pairs across 39 cell lines. Task: Regression. Given two drug SMILES strings and cell line genomic features, predict the synergy score measuring deviation from expected non-interaction effect. Drug 1: Cn1nnc2c(C(N)=O)ncn2c1=O. Drug 2: CCC1(O)C(=O)OCc2c1cc1n(c2=O)Cc2cc3c(CN(C)C)c(O)ccc3nc2-1. Cell line: SKMEL30. Synergy scores: synergy=20.7.